This data is from NCI-60 drug combinations with 297,098 pairs across 59 cell lines. The task is: Regression. Given two drug SMILES strings and cell line genomic features, predict the synergy score measuring deviation from expected non-interaction effect. (1) Drug 1: C1CCC(C(C1)N)N.C(=O)(C(=O)[O-])[O-].[Pt+4]. Drug 2: C(CCl)NC(=O)N(CCCl)N=O. Cell line: MALME-3M. Synergy scores: CSS=14.9, Synergy_ZIP=-5.38, Synergy_Bliss=-2.78, Synergy_Loewe=-11.6, Synergy_HSA=-0.409. (2) Drug 1: CC(CN1CC(=O)NC(=O)C1)N2CC(=O)NC(=O)C2. Drug 2: C1=NC2=C(N1)C(=S)N=C(N2)N. Cell line: SF-268. Synergy scores: CSS=45.7, Synergy_ZIP=-9.84, Synergy_Bliss=-1.03, Synergy_Loewe=-7.76, Synergy_HSA=2.81. (3) Drug 1: CC1C(C(CC(O1)OC2CC(OC(C2O)C)OC3=CC4=CC5=C(C(=O)C(C(C5)C(C(=O)C(C(C)O)O)OC)OC6CC(C(C(O6)C)O)OC7CC(C(C(O7)C)O)OC8CC(C(C(O8)C)O)(C)O)C(=C4C(=C3C)O)O)O)O. Drug 2: CNC(=O)C1=NC=CC(=C1)OC2=CC=C(C=C2)NC(=O)NC3=CC(=C(C=C3)Cl)C(F)(F)F. Cell line: ACHN. Synergy scores: CSS=45.2, Synergy_ZIP=-1.21, Synergy_Bliss=0.525, Synergy_Loewe=-47.9, Synergy_HSA=0.878. (4) Drug 1: CN(C)C1=NC(=NC(=N1)N(C)C)N(C)C. Drug 2: CC(C)CN1C=NC2=C1C3=CC=CC=C3N=C2N. Cell line: HCC-2998. Synergy scores: CSS=-5.74, Synergy_ZIP=3.60, Synergy_Bliss=2.02, Synergy_Loewe=-3.16, Synergy_HSA=-2.80. (5) Drug 1: C1CC(C1)(C(=O)O)C(=O)O.[NH2-].[NH2-].[Pt+2]. Drug 2: CN(CCCl)CCCl.Cl. Cell line: ACHN. Synergy scores: CSS=38.0, Synergy_ZIP=2.22, Synergy_Bliss=4.20, Synergy_Loewe=-15.3, Synergy_HSA=1.04. (6) Drug 1: C1=NC2=C(N=C(N=C2N1C3C(C(C(O3)CO)O)O)F)N. Drug 2: CCCCCOC(=O)NC1=NC(=O)N(C=C1F)C2C(C(C(O2)C)O)O. Cell line: BT-549. Synergy scores: CSS=4.71, Synergy_ZIP=-4.50, Synergy_Bliss=-3.39, Synergy_Loewe=-4.12, Synergy_HSA=-2.55.